Predict the reaction yield, written as a fraction of the theoretical maximum amount of product (1.0 means a 100% yield; for example, 0.34 means a 34% yield). From a dataset of Reaction yield outcomes from USPTO patents with 853,638 reactions. (1) The reactants are F[C:2]1[CH:12]=[CH:11][C:5]([C:6]([O:8][CH2:9][CH3:10])=[O:7])=[CH:4][C:3]=1[N+:13]([O-:15])=[O:14].C([O-])([O-])=O.[Cs+].[Cs+].[F:22][C:23]1[CH:24]=[CH:25][C:26]([SH:34])=[C:27]([CH:33]=1)[C:28]([O:30][CH2:31][CH3:32])=[O:29].O. The product is [CH2:9]([O:8][C:6](=[O:7])[C:5]1[CH:11]=[CH:12][C:2]([S:34][C:26]2[CH:25]=[CH:24][C:23]([F:22])=[CH:33][C:27]=2[C:28]([O:30][CH2:31][CH3:32])=[O:29])=[C:3]([N+:13]([O-:15])=[O:14])[CH:4]=1)[CH3:10]. The yield is 0.940. The catalyst is CN(C=O)C.C(OCC)(=O)C. (2) The reactants are [CH3:1][C:2]1[O:6][C:5]([CH:7]=O)=[CH:4][CH:3]=1.[N+:9]([CH3:12])([O-:11])=[O:10]. No catalyst specified. The product is [CH3:1][C:2]1[O:6][C:5]([CH:7]=[CH:12][N+:9]([O-:11])=[O:10])=[CH:4][CH:3]=1. The yield is 0.880. (3) The product is [Cl:23][C:24]1[CH:25]=[C:26]([NH:27][C:2]2[C:11]3[C:6](=[CH:7][CH:8]=[C:9]([O:12][CH:13]4[CH2:18][CH2:17][N:16]([S:19]([CH3:22])(=[O:21])=[O:20])[CH2:15][CH2:14]4)[CH:10]=3)[N:5]=[CH:4][N:3]=2)[CH:28]=[CH:29][C:30]=1[O:31][CH2:32][C:33]1[CH:38]=[N:37][CH:36]=[CH:35][N:34]=1. The reactants are Cl[C:2]1[C:11]2[C:6](=[CH:7][CH:8]=[C:9]([O:12][CH:13]3[CH2:18][CH2:17][N:16]([S:19]([CH3:22])(=[O:21])=[O:20])[CH2:15][CH2:14]3)[CH:10]=2)[N:5]=[CH:4][N:3]=1.[Cl:23][C:24]1[CH:25]=[C:26]([CH:28]=[CH:29][C:30]=1[O:31][CH2:32][C:33]1[CH:38]=[N:37][CH:36]=[CH:35][N:34]=1)[NH2:27]. The yield is 0.240. No catalyst specified. (4) The reactants are C([N:8]1[CH2:13][CH2:12][N:11]([C:14](=O)[CH2:15][C:16]2[CH:17]=[N:18][CH:19]=[CH:20][CH:21]=2)[CH2:10][CH2:9]1)(OC(C)(C)C)=O.B.C1COCC1. The catalyst is C1COCC1. The product is [N:18]1[CH:19]=[CH:20][CH:21]=[C:16]([CH2:15][CH2:14][N:11]2[CH2:12][CH2:13][NH:8][CH2:9][CH2:10]2)[CH:17]=1. The yield is 0.360. (5) The reactants are [H-].[Na+].[Br:3][C:4]1[CH:5]=[C:6]([SH:10])[CH:7]=[CH:8][CH:9]=1.Br[CH2:12][CH2:13][O:14][CH3:15]. The catalyst is CN(C=O)C. The product is [Br:3][C:4]1[CH:5]=[C:6]([S:10][CH2:12][CH2:13][O:14][CH3:15])[CH:7]=[CH:8][CH:9]=1. The yield is 0.810. (6) The reactants are [C:1]12([CH2:11][CH2:12][N:13]([CH2:18][CH2:19][CH2:20][CH2:21][CH3:22])[C:14](=[O:17])[CH2:15]Br)[CH2:10][CH:5]3[CH2:6][CH:7]([CH2:9][CH:3]([CH2:4]3)[CH2:2]1)[CH2:8]2.C(=O)([O-])[O-].[K+].[K+].CI.[NH2:31][CH2:32][CH2:33][C:34]1[CH:39]=[CH:38][N:37]=[CH:36][CH:35]=1. The catalyst is CN(C)C=O.C(OCC)C.O. The product is [C:1]12([CH2:11][CH2:12][N:13]([CH2:18][CH2:19][CH2:20][CH2:21][CH3:22])[C:14](=[O:17])[CH2:15][NH:31][CH2:32][CH2:33][C:34]3[CH:39]=[CH:38][N:37]=[CH:36][CH:35]=3)[CH2:10][CH:5]3[CH2:6][CH:7]([CH2:9][CH:3]([CH2:4]3)[CH2:2]1)[CH2:8]2. The yield is 0.400. (7) The reactants are [Cl:1][C:2]1[CH:3]=[C:4]2[C:8](=[CH:9][CH:10]=1)[C:7](=[O:11])[NH:6][C:5]2([CH3:13])[CH3:12].[I:14][C:15]1[CH:16]=[N:17][CH:18]=[C:19](I)[CH:20]=1.[O-]P([O-])([O-])=O.[K+].[K+].[K+].[C@@H]1(N)CCCC[C@H]1N. The catalyst is O1CCOCC1.[Cu]I. The product is [Cl:1][C:2]1[CH:3]=[C:4]2[C:8](=[CH:9][CH:10]=1)[C:7](=[O:11])[N:6]([C:19]1[CH:18]=[N:17][CH:16]=[C:15]([I:14])[CH:20]=1)[C:5]2([CH3:13])[CH3:12]. The yield is 0.360.